The task is: Predict which catalyst facilitates the given reaction.. This data is from Catalyst prediction with 721,799 reactions and 888 catalyst types from USPTO. (1) Reactant: [S:1]1[C:5]([CH:6](O)[C:7]2[CH:12]=[CH:11][C:10]([N:13]([CH3:15])[CH3:14])=[CH:9][CH:8]=2)=[CH:4][C:3]2[CH:17]=[CH:18][CH:19]=[CH:20][C:2]1=2.C([SiH](CC)CC)C.C(O)(C(F)(F)F)=O. Product: [CH3:15][N:13]([CH3:14])[C:10]1[CH:9]=[CH:8][C:7]([CH2:6][C:5]2[S:1][C:2]3[CH:20]=[CH:19][CH:18]=[CH:17][C:3]=3[CH:4]=2)=[CH:12][CH:11]=1. The catalyst class is: 2. (2) Reactant: [NH2:1][CH:2]([C:6]#[N:7])[C:3]([NH2:5])=[O:4].[C:8]([O:12][C:13](=[O:24])[NH:14][C:15]1[CH:20]=[CH:19][C:18]([N:21]=[C:22]=[S:23])=[CH:17][CH:16]=1)([CH3:11])([CH3:10])[CH3:9]. Product: [C:8]([O:12][C:13](=[O:24])[NH:14][C:15]1[CH:16]=[CH:17][C:18]([NH:21][C:22]2[S:23][C:6]([NH2:7])=[C:2]([C:3](=[O:4])[NH2:5])[N:1]=2)=[CH:19][CH:20]=1)([CH3:11])([CH3:9])[CH3:10]. The catalyst class is: 25. (3) Reactant: [CH3:1][C@:2]12[CH2:19][CH2:18][C@H:17]3[C@@H:7]([CH2:8][CH:9]=[C:10]4[C@:15]3([CH3:16])[CH2:14][CH2:13][C:12](=[O:20])[CH2:11]4)[C@@H:6]1[CH2:5][CH2:4][C:3]2=[O:21].[CH3:22][C:23]([OH:25])=[O:24]. Product: [C:23]([O:25][C@@H:11]1[C:12](=[O:20])[CH2:13][CH2:14][C@@:15]2([CH3:16])[C:10]1=[CH:9][CH2:8][C@@H:7]1[C@@H:17]2[CH2:18][CH2:19][C@@:2]2([CH3:1])[C@H:6]1[CH2:5][CH2:4][C:3]2=[O:21])(=[O:24])[CH3:22]. The catalyst class is: 11. (4) Reactant: [C:1]1([C:7]2[C:15]([C:16]3[CH:21]=[CH:20][N:19]=[C:18]([NH2:22])[CH:17]=3)=[C:10]3[N:11]=[CH:12][CH:13]=[CH:14][N:9]3[N:8]=2)[CH:6]=[CH:5][CH:4]=[CH:3][CH:2]=1.[BH4-].[Na+].O. Product: [C:1]1([C:7]2[C:15]([C:16]3[CH:21]=[CH:20][N:19]=[C:18]([NH2:22])[CH:17]=3)=[C:10]3[NH:11][CH2:12][CH2:13][CH2:14][N:9]3[N:8]=2)[CH:2]=[CH:3][CH:4]=[CH:5][CH:6]=1. The catalyst class is: 8. (5) Reactant: [O:1]=[C:2]1[N:10]([CH2:11][CH2:12][CH3:13])[C:9]2[N:8]=[C:7]([C:14]34[CH2:21][C:18]([C:22](O)=[O:23])([CH2:19][CH2:20]3)[CH2:17][CH2:16][CH2:15]4)[NH:6][C:5]=2[C:4](=[O:25])[N:3]1[CH2:26][CH2:27][CH3:28].C(N(CC)CC)C.C(OCC)(=O)C.Cl. Product: [O:1]=[C:2]1[N:10]([CH2:11][CH2:12][CH3:13])[C:9]2[N:8]=[C:7]([C:14]34[CH2:15][CH2:16][C:18]([CH:22]=[O:23])([CH2:17][CH2:21]3)[CH2:19][CH2:20]4)[NH:6][C:5]=2[C:4](=[O:25])[N:3]1[CH2:26][CH2:27][CH3:28]. The catalyst class is: 16. (6) Reactant: [Cl:1][C:2]1[CH:7]=[C:6]([N:8]([CH2:10][C:11]2[S:12][C:13]([Cl:16])=[CH:14][CH:15]=2)[CH3:9])[CH:5]=[CH:4][C:3]=1[NH:17]C(=O)C(F)(F)F.C(=O)([O-])[O-].[K+].[K+]. Product: [Cl:1][C:2]1[CH:7]=[C:6]([N:8]([CH2:10][C:11]2[S:12][C:13]([Cl:16])=[CH:14][CH:15]=2)[CH3:9])[CH:5]=[CH:4][C:3]=1[NH2:17]. The catalyst class is: 24. (7) Reactant: [O:1]1[CH2:6][CH2:5][N:4]([S:7]([C:10]2[CH:11]=[CH:12][C:13]3[C:14]4[N:22]=[C:21]([C:23]5[CH:28]=[CH:27][CH:26]=[CH:25][CH:24]=5)[CH:20]=[C:19]([C:29]([O:31]C)=O)[C:15]=4[NH:16][C:17]=3[CH:18]=2)(=[O:9])=[O:8])[CH2:3][CH2:2]1.[NH3:33]. Product: [O:1]1[CH2:6][CH2:5][N:4]([S:7]([C:10]2[CH:11]=[CH:12][C:13]3[C:14]4[N:22]=[C:21]([C:23]5[CH:28]=[CH:27][CH:26]=[CH:25][CH:24]=5)[CH:20]=[C:19]([C:29]([NH2:33])=[O:31])[C:15]=4[NH:16][C:17]=3[CH:18]=2)(=[O:8])=[O:9])[CH2:3][CH2:2]1. The catalyst class is: 5. (8) Product: [CH3:41][O:40][C:38]([C:37]1[N:21]([C:22]2[CH:27]=[CH:26][CH:25]=[CH:24][CH:23]=2)[C:15]2[C:14]([C:12](=[O:13])[C:11]=1[CH2:10][C:7]1[CH:6]=[CH:5][C:4]([C:3]([O:2][CH3:1])=[O:28])=[CH:9][CH:8]=1)=[CH:19][CH:18]=[C:17]([Cl:20])[CH:16]=2)=[O:39]. Reactant: [CH3:1][O:2][C:3](=[O:28])[C:4]1[CH:9]=[CH:8][C:7]([CH2:10][CH2:11][C:12]([C:14]2[CH:19]=[CH:18][C:17]([Cl:20])=[CH:16][C:15]=2[NH:21][C:22]2[CH:27]=[CH:26][CH:25]=[CH:24][CH:23]=2)=[O:13])=[CH:6][CH:5]=1.C1(C)C=CC=CC=1.Cl[C:37](=O)[C:38]([O:40][CH3:41])=[O:39]. The catalyst class is: 6.